The task is: Predict the product of the given reaction.. This data is from Forward reaction prediction with 1.9M reactions from USPTO patents (1976-2016). (1) Given the reactants Br[C:2]1[CH:3]=[N:4][CH:5]=[C:6]2[C:11]=1[N:10]=[C:9]([C:12]([NH:14][CH2:15][CH2:16][OH:17])=[O:13])[CH:8]=[CH:7]2.[OH:18][C:19]1[CH:20]=[C:21](B(O)O)[CH:22]=[CH:23][CH:24]=1, predict the reaction product. The product is: [OH:17][CH2:16][CH2:15][NH:14][C:12]([C:9]1[CH:8]=[CH:7][C:6]2[C:11](=[C:2]([C:23]3[CH:22]=[CH:21][CH:20]=[C:19]([OH:18])[CH:24]=3)[CH:3]=[N:4][CH:5]=2)[N:10]=1)=[O:13]. (2) Given the reactants [C:1]([O:5][C:6]([N:8]1[CH2:13][CH2:12][N:11]([C:14]2[CH:15]=[C:16]3[C:21](=[CH:22][CH:23]=2)[N:20]=[C:19]([C:24]([O:26]CC)=[O:25])[CH:18]=[N:17]3)[CH2:10][CH2:9]1)=[O:7])([CH3:4])([CH3:3])[CH3:2].[OH-].[Na+], predict the reaction product. The product is: [C:1]([O:5][C:6]([N:8]1[CH2:9][CH2:10][N:11]([C:14]2[CH:15]=[C:16]3[C:21](=[CH:22][CH:23]=2)[N:20]=[C:19]([C:24]([OH:26])=[O:25])[CH:18]=[N:17]3)[CH2:12][CH2:13]1)=[O:7])([CH3:4])([CH3:2])[CH3:3]. (3) Given the reactants IC1C2C(=NC=C(N)C=2)N(S(C2C=CC=CC=2)(=O)=O)C=1.[CH2:21]([O:23][C:24]1[C:32]2[C:27](=[N:28][CH:29]=[C:30]([NH:33][C:34](=[O:50])[C:35]3[C:40]([F:41])=[CH:39][CH:38]=[C:37]([NH:42][S:43]([CH2:46][CH2:47][CH3:48])(=[O:45])=[O:44])[C:36]=3[F:49])[CH:31]=2)[N:26]([S:51]([C:54]2[CH:60]=[CH:59][C:57]([CH3:58])=[CH:56][CH:55]=2)(=[O:53])=[O:52])[CH:25]=1)[CH3:22], predict the reaction product. The product is: [CH2:21]([O:23][C:24]1[C:32]2[C:27](=[N:28][CH:29]=[C:30]([NH:33][C:34](=[O:50])[C:35]3[C:40]([F:41])=[CH:39][CH:38]=[C:37]([NH:42][S:43]([CH2:46][CH2:47][CH3:48])(=[O:45])=[O:44])[C:36]=3[F:49])[CH:31]=2)[N:26]([S:51]([C:54]2[CH:60]=[CH:59][C:57]([CH3:58])=[CH:56][CH:55]=2)(=[O:52])=[O:53])[CH:25]=1)[CH3:22].[CH2:21]([O:23][C:24]1[C:32]2[C:27](=[N:28][CH:29]=[C:30]([NH:33][C:34](=[O:50])[C:35]3[C:40]([F:41])=[CH:39][CH:38]=[C:37]([NH:42][S:43]([CH2:46][CH2:47][CH3:48])(=[O:45])=[O:44])[C:36]=3[F:49])[CH:31]=2)[NH:26][CH:25]=1)[CH3:22]. (4) Given the reactants C(=O)([O-])[O-].[Na+].[Na+].C1COCC1.FC(F)(F)S(O[C:18]1[CH:19]=[C:20]2[C:25](=[C:26]([Br:28])[CH:27]=1)[CH:24]=[N:23][CH:22]=[CH:21]2)(=O)=O.[C:31]([C:33]1[CH:34]=[C:35](B(O)O)[CH:36]=[CH:37][CH:38]=1)#[N:32], predict the reaction product. The product is: [Br:28][C:26]1[CH:27]=[C:18]([C:37]2[CH:38]=[C:33]([CH:34]=[CH:35][CH:36]=2)[C:31]#[N:32])[CH:19]=[C:20]2[C:25]=1[CH:24]=[N:23][CH:22]=[CH:21]2.